From a dataset of Reaction yield outcomes from USPTO patents with 853,638 reactions. Predict the reaction yield, written as a fraction of the theoretical maximum amount of product (1.0 means a 100% yield; for example, 0.34 means a 34% yield). (1) The reactants are [CH3:1][O:2][C:3]1[CH:25]=[CH:24][CH:23]=[CH:22][C:4]=1[O:5][C:6]1[CH2:10][N:9]([C@@H:11]([CH2:15][CH:16]2[CH2:20][CH2:19][CH2:18][O:17]2)[C:12](O)=[O:13])[C:8](=[O:21])[CH:7]=1.[NH2:26][C:27]1[CH:31]=[CH:30][N:29]([CH2:32][C:33]([CH3:36])([OH:35])[CH3:34])[N:28]=1.F[P-](F)(F)(F)(F)F.N1(O[P+](N(C)C)(N(C)C)N(C)C)C2C=CC=CC=2N=N1.C(N(CC)C(C)C)(C)C. The catalyst is ClCCl. The product is [OH:35][C:33]([CH3:36])([CH3:34])[CH2:32][N:29]1[CH:30]=[CH:31][C:27]([NH:26][C:12](=[O:13])[C@@H:11]([N:9]2[CH2:10][C:6]([O:5][C:4]3[CH:22]=[CH:23][CH:24]=[CH:25][C:3]=3[O:2][CH3:1])=[CH:7][C:8]2=[O:21])[CH2:15][CH:16]2[CH2:20][CH2:19][CH2:18][O:17]2)=[N:28]1. The yield is 0.360. (2) The reactants are [NH2:1][C:2]1[CH:10]=[CH:9][C:8]([Br:11])=[CH:7][C:3]=1[C:4]([OH:6])=[O:5].[C:12](Cl)(=O)[C:13]1[CH:18]=[CH:17][CH:16]=[CH:15][CH:14]=1. No catalyst specified. The product is [Br:11][C:8]1[CH:9]=[CH:10][C:2]2[N:1]=[C:12]([C:13]3[CH:18]=[CH:17][CH:16]=[CH:15][CH:14]=3)[O:5][C:4](=[O:6])[C:3]=2[CH:7]=1. The yield is 0.970. (3) The reactants are [NH2:1][C:2]1[S:17][C:5]2[CH2:6][N:7]([C:10]([O:12][C:13]([CH3:16])([CH3:15])[CH3:14])=[O:11])[CH2:8][CH2:9][C:4]=2[C:3]=1[C:18]([O:20]CC)=O.C(O)(=O)C.[CH:27](N)=[NH:28]. The catalyst is CN(C=O)C. The product is [O:20]=[C:18]1[NH:28][CH:27]=[N:1][C:2]2[S:17][C:5]3[CH2:6][N:7]([C:10]([O:12][C:13]([CH3:14])([CH3:15])[CH3:16])=[O:11])[CH2:8][CH2:9][C:4]=3[C:3]1=2. The yield is 0.880. (4) The reactants are [Br:1][C:2]1[C:11]2[C:6](=[CH:7][C:8]([C:12]3[N:13]=[C:14]([C:17]4[CH:22]=[CH:21][CH:20]=[CH:19][CH:18]=4)[S:15][CH:16]=3)=[CH:9][CH:10]=2)[CH:5]=[CH:4][C:3]=1[O:23][CH:24]([CH2:29][C:30]1[CH:35]=[CH:34][CH:33]=[CH:32][CH:31]=1)[C:25]([O:27]C)=[O:26].[OH-].[Na+]. The catalyst is C1COCC1.CO.O. The product is [Br:1][C:2]1[C:11]2[C:6](=[CH:7][C:8]([C:12]3[N:13]=[C:14]([C:17]4[CH:18]=[CH:19][CH:20]=[CH:21][CH:22]=4)[S:15][CH:16]=3)=[CH:9][CH:10]=2)[CH:5]=[CH:4][C:3]=1[O:23][CH:24]([CH2:29][C:30]1[CH:31]=[CH:32][CH:33]=[CH:34][CH:35]=1)[C:25]([OH:27])=[O:26]. The yield is 0.920. (5) The reactants are Br[C:2]1[CH:7]=[CH:6][C:5]([C:8]2[NH:12][C:11]([C@@H:13]3[CH2:17][C@H:16]([CH3:18])[CH2:15][N:14]3[C:19]([O:21][C:22]([CH3:25])([CH3:24])[CH3:23])=[O:20])=[N:10][CH:9]=2)=[CH:4][CH:3]=1.[B:26]1([B:26]2[O:30][C:29]([CH3:32])([CH3:31])[C:28]([CH3:34])([CH3:33])[O:27]2)[O:30][C:29]([CH3:32])([CH3:31])[C:28]([CH3:34])([CH3:33])[O:27]1.CC([O-])=O.[K+]. The catalyst is O1CCOCC1.C1C=CC(P(C2C=CC=CC=2)[C-]2C=CC=C2)=CC=1.C1C=CC(P(C2C=CC=CC=2)[C-]2C=CC=C2)=CC=1.Cl[Pd]Cl.[Fe+2]. The product is [CH3:18][C@@H:16]1[CH2:15][N:14]([C:19]([O:21][C:22]([CH3:25])([CH3:24])[CH3:23])=[O:20])[C@H:13]([C:11]2[NH:12][C:8]([C:5]3[CH:6]=[CH:7][C:2]([B:26]4[O:30][C:29]([CH3:32])([CH3:31])[C:28]([CH3:34])([CH3:33])[O:27]4)=[CH:3][CH:4]=3)=[CH:9][N:10]=2)[CH2:17]1. The yield is 0.930. (6) The reactants are [F:1][C:2]1[C:7]([CH:8]=O)=[CH:6][CH:5]=[CH:4][C:3]=1[C:10]1[N:14]([S:15]([C:18]2[CH:19]=[N:20][CH:21]=[CH:22][CH:23]=2)(=[O:17])=[O:16])[CH:13]=[C:12]([CH2:24][N:25]([CH3:33])[C:26](=[O:32])[O:27][C:28]([CH3:31])([CH3:30])[CH3:29])[CH:11]=1.Cl.[NH2:35][OH:36].C([O-])(=O)C.[Na+].C(=O)([O-])O.[Na+]. The catalyst is CC(O)C. The product is [F:1][C:2]1[C:7]([CH:8]=[N:35][OH:36])=[CH:6][CH:5]=[CH:4][C:3]=1[C:10]1[N:14]([S:15]([C:18]2[CH:19]=[N:20][CH:21]=[CH:22][CH:23]=2)(=[O:16])=[O:17])[CH:13]=[C:12]([CH2:24][N:25]([CH3:33])[C:26](=[O:32])[O:27][C:28]([CH3:31])([CH3:30])[CH3:29])[CH:11]=1. The yield is 0.800. (7) The reactants are Cl[C:2]1[C:7]2[N:8]=[C:9]([NH:12][C:13]3[CH:18]=[CH:17][C:16]([C:19]4[CH:20]=[N:21][N:22]([CH3:24])[CH:23]=4)=[CH:15][C:14]=3[O:25][CH3:26])[N:10]=[CH:11][C:6]=2[CH:5]=[CH:4][N:3]=1.[N:27]1[CH:32]=[C:31](B(O)O)[CH:30]=[N:29][CH:28]=1.C(=O)([O-])[O-].[K+].[K+]. The catalyst is CN(C=O)C.C(OCC)(=O)C.C1C=CC([P]([Pd]([P](C2C=CC=CC=2)(C2C=CC=CC=2)C2C=CC=CC=2)([P](C2C=CC=CC=2)(C2C=CC=CC=2)C2C=CC=CC=2)[P](C2C=CC=CC=2)(C2C=CC=CC=2)C2C=CC=CC=2)(C2C=CC=CC=2)C2C=CC=CC=2)=CC=1. The product is [CH3:26][O:25][C:14]1[CH:15]=[C:16]([C:19]2[CH:20]=[N:21][N:22]([CH3:24])[CH:23]=2)[CH:17]=[CH:18][C:13]=1[NH:12][C:9]1[N:10]=[CH:11][C:6]2[CH:5]=[CH:4][N:3]=[C:2]([C:31]3[CH:32]=[N:27][CH:28]=[N:29][CH:30]=3)[C:7]=2[N:8]=1. The yield is 0.330.